From a dataset of Full USPTO retrosynthesis dataset with 1.9M reactions from patents (1976-2016). Predict the reactants needed to synthesize the given product. (1) Given the product [Cl:1][C:2]1[CH:18]=[C:17]([Cl:19])[CH:16]=[CH:15][C:3]=1[CH2:4][N:5]1[C:9](/[CH:10]=[CH:28]/[C:29]([O:31][CH2:32][CH3:33])=[O:30])=[CH:8][C:7]([CH:12]([CH3:14])[CH3:13])=[N:6]1, predict the reactants needed to synthesize it. The reactants are: [Cl:1][C:2]1[CH:18]=[C:17]([Cl:19])[CH:16]=[CH:15][C:3]=1[CH2:4][N:5]1[C:9]([CH:10]=O)=[CH:8][C:7]([CH:12]([CH3:14])[CH3:13])=[N:6]1.C(OP([CH2:28][C:29]([O:31][CH2:32][CH3:33])=[O:30])(OCC)=O)C.[H-].[Na+].O. (2) Given the product [OH:39][CH2:38][CH2:16][N:12]1[CH2:13][CH2:14][CH2:15][C@H:9]([NH:8][C:6]([N:32]2[CH2:31][CH2:30][C@@H:29]3[C@H:33]2[C:27](=[O:26])[N:28]3[S:34]([OH:37])(=[O:36])=[O:35])=[O:7])[CH2:10][CH2:11]1, predict the reactants needed to synthesize it. The reactants are: C(O[C:6]([NH:8][C@H:9]1[CH2:15][CH2:14][CH2:13][N:12]([C:16](OCC2C=CC=CC=2)=O)[CH2:11][CH2:10]1)=[O:7])(C)(C)C.[O:26]=[C:27]1[C@@H:33]2[C@@H:29]([CH2:30][CH2:31][NH:32]2)[N:28]1[S:34]([OH:37])(=[O:36])=[O:35].[C:38](=O)(O)[O-:39].[Na+]. (3) Given the product [F:27][C:16]([F:15])([F:28])[S:17]([C:20]1[CH:21]=[C:22]([NH:23][C:12]([C:3]2[CH:4]=[CH:5][C:6]3[C:11](=[CH:10][CH:9]=[CH:8][CH:7]=3)[C:2]=2[OH:1])=[O:14])[CH:24]=[CH:25][CH:26]=1)(=[O:18])=[O:19], predict the reactants needed to synthesize it. The reactants are: [OH:1][C:2]1[C:11]2[C:6](=[CH:7][CH:8]=[CH:9][CH:10]=2)[CH:5]=[CH:4][C:3]=1[C:12]([OH:14])=O.[F:15][C:16]([F:28])([F:27])[S:17]([C:20]1[CH:21]=[C:22]([CH:24]=[CH:25][CH:26]=1)[NH2:23])(=[O:19])=[O:18]. (4) Given the product [CH3:23][CH:22]([CH3:24])[CH2:21][C@@H:20]([B:19]1[O:4][C:3]([CH2:2][C:1]([OH:13])=[O:12])([CH2:8][C:9]([OH:11])=[O:10])[C:5](=[O:7])[O:6]1)[NH:25][C:26](=[O:44])[C@@H:27]([NH:35][C:36]([C:38]1[CH:43]=[N:42][CH:41]=[CH:40][N:39]=1)=[O:37])[CH2:28][C:29]1[CH:34]=[CH:33][CH:32]=[CH:31][CH:30]=1, predict the reactants needed to synthesize it. The reactants are: [C:1]([OH:13])(=[O:12])[CH2:2][C:3]([CH2:8][C:9]([OH:11])=[O:10])([C:5]([OH:7])=[O:6])[OH:4].O1[B:19]([C@@H:20]([NH:25][C:26](=[O:44])[C@@H:27]([NH:35][C:36]([C:38]2[CH:43]=[N:42][CH:41]=[CH:40][N:39]=2)=[O:37])[CH2:28][C:29]2[CH:34]=[CH:33][CH:32]=[CH:31][CH:30]=2)[CH2:21][CH:22]([CH3:24])[CH3:23])O[B:19]([C@@H:20]([NH:25][C:26](=[O:44])[C@@H:27]([NH:35][C:36]([C:38]2[CH:43]=[N:42][CH:41]=[CH:40][N:39]=2)=[O:37])[CH2:28][C:29]2[CH:34]=[CH:33][CH:32]=[CH:31][CH:30]=2)[CH2:21][CH:22]([CH3:24])[CH3:23])O[B:19]1[C@@H:20]([NH:25][C:26](=[O:44])[C@@H:27]([NH:35][C:36]([C:38]1[CH:43]=[N:42][CH:41]=[CH:40][N:39]=1)=[O:37])[CH2:28][C:29]1[CH:34]=[CH:33][CH:32]=[CH:31][CH:30]=1)[CH2:21][CH:22]([CH3:24])[CH3:23].